From a dataset of Full USPTO retrosynthesis dataset with 1.9M reactions from patents (1976-2016). Predict the reactants needed to synthesize the given product. The reactants are: [C:1]([CH2:3][C:4]([O:6][C:7]([CH3:10])([CH3:9])[CH3:8])=[O:5])#[N:2].[H-].[Na+].[Br:13][C:14]1[CH:15]=[N:16][C:17](Cl)=[N:18][CH:19]=1.O. Given the product [C:7]([O:6][C:4](=[O:5])[CH:3]([C:17]1[N:18]=[CH:19][C:14]([Br:13])=[CH:15][N:16]=1)[C:1]#[N:2])([CH3:10])([CH3:9])[CH3:8], predict the reactants needed to synthesize it.